Dataset: Full USPTO retrosynthesis dataset with 1.9M reactions from patents (1976-2016). Task: Predict the reactants needed to synthesize the given product. (1) Given the product [Br:1][C:2]1[C:7]([F:8])=[CH:6][C:5]([NH2:9])=[C:4]([N+:16]([O-:18])=[O:17])[CH:3]=1, predict the reactants needed to synthesize it. The reactants are: [Br:1][C:2]1[C:7]([F:8])=[CH:6][C:5]([NH:9]C(=O)C(F)(F)F)=[C:4]([N+:16]([O-:18])=[O:17])[CH:3]=1.CO.C([O-])([O-])=O.[K+].[K+]. (2) Given the product [Br:18][CH2:19][C:20]1[CH:21]=[C:22]([S:26]([N:6]2[CH2:7][CH2:8][CH2:9][C@H:5]2[C:4]([O:3][CH3:2])=[O:10])(=[O:28])=[O:27])[CH:23]=[CH:24][CH:25]=1, predict the reactants needed to synthesize it. The reactants are: Cl.[CH3:2][O:3][C:4](=[O:10])[C@@H:5]1[CH2:9][CH2:8][CH2:7][NH:6]1.CCN(CC)CC.[Br:18][CH2:19][C:20]1[CH:21]=[C:22]([S:26](Cl)(=[O:28])=[O:27])[CH:23]=[CH:24][CH:25]=1. (3) Given the product [I:42][C:39]1[CH:40]=[CH:41][C:36]([C:35]#[C:34][CH2:33][N:9]2[C:10]3[C:6](=[CH:5][CH:4]=[C:3]([O:2][CH3:1])[CH:11]=3)[C:7]([C:12]([C:14]3[CH:19]=[C:18]([O:20][CH3:21])[C:17]([O:22][CH3:23])=[C:16]([O:24][CH3:25])[CH:15]=3)=[O:13])=[CH:8]2)=[CH:37][CH:38]=1, predict the reactants needed to synthesize it. The reactants are: [CH3:1][O:2][C:3]1[CH:11]=[C:10]2[C:6]([C:7]([C:12]([C:14]3[CH:19]=[C:18]([O:20][CH3:21])[C:17]([O:22][CH3:23])=[C:16]([O:24][CH3:25])[CH:15]=3)=[O:13])=[CH:8][NH:9]2)=[CH:5][CH:4]=1.C([O-])([O-])=O.[K+].[K+].Br[CH2:33][C:34]#[C:35][C:36]1[CH:41]=[CH:40][C:39]([I:42])=[CH:38][CH:37]=1. (4) Given the product [C:24]([C:23]1[CH:26]=[CH:27][C:20]([NH:1][C:2]2[S:6][N:5]=[C:4]([CH3:7])[C:3]=2[C:8]([NH:10][C:11]2[CH:12]=[N:13][C:14]([O:17][CH3:18])=[CH:15][CH:16]=2)=[O:9])=[N:21][CH:22]=1)#[N:25], predict the reactants needed to synthesize it. The reactants are: [NH2:1][C:2]1[S:6][N:5]=[C:4]([CH3:7])[C:3]=1[C:8]([NH:10][C:11]1[CH:12]=[N:13][C:14]([O:17][CH3:18])=[CH:15][CH:16]=1)=[O:9].Br[C:20]1[CH:27]=[CH:26][C:23]([C:24]#[N:25])=[CH:22][N:21]=1.C(=O)([O-])[O-].[Cs+].[Cs+].CC1(C)C2C(=C(P(C3C=CC=CC=3)C3C=CC=CC=3)C=CC=2)OC2C(P(C3C=CC=CC=3)C3C=CC=CC=3)=CC=CC1=2. (5) Given the product [NH:19]1[C:20]2[C:16](=[C:15]([N:12]3[CH2:13][CH2:14][C:9]4[O:8][C:7]([C:2]5[CH:3]=[CH:4][CH:5]=[CH:6][N:1]=5)=[N:34][C:10]=4[CH2:11]3)[CH:23]=[CH:22][CH:21]=2)[CH:17]=[CH:18]1, predict the reactants needed to synthesize it. The reactants are: [N:1]1[CH:6]=[CH:5][CH:4]=[CH:3][C:2]=1[C:7]1[O:8][C:9]2[CH2:14][CH2:13][N:12]([C:15]3[CH:23]=[CH:22][CH:21]=[C:20]4[C:16]=3[CH:17]=[CH:18][N:19]4S(C3C=CC(C)=CC=3)(=O)=O)[CH2:11][C:10]=2[N:34]=1.C(O[Na])(C)(C)C. (6) Given the product [Br:1][C:2]1[CH:3]=[C:4]([C:9]([C:17]2[CH:16]=[CH:15][CH:14]=[CH:13][C:12]=2[C:11]#[N:18])=[N:10][S:29]([C:26]([CH3:28])([CH3:27])[CH3:25])=[O:30])[CH:5]=[CH:6][C:7]=1[F:8], predict the reactants needed to synthesize it. The reactants are: [Br:1][C:2]1[CH:3]=[C:4]([C:9]2(C3C=CN=CC=3)[C:17]3[C:12](=[CH:13][CH:14]=[CH:15][CH:16]=3)[C:11]([NH2:18])=[N:10]2)[CH:5]=[CH:6][C:7]=1[F:8].[CH3:25][C:26]([S:29](N)=[O:30])([CH3:28])[CH3:27].CO.C(=O)(O)[O-].[Na+].